Dataset: Reaction yield outcomes from USPTO patents with 853,638 reactions. Task: Predict the reaction yield, written as a fraction of the theoretical maximum amount of product (1.0 means a 100% yield; for example, 0.34 means a 34% yield). The reactants are [N+:1]([C:4]1[CH:21]=[CH:20][C:7]([CH2:8][N:9]2C(=O)C3C(=CC=CC=3)C2=O)=[CH:6][CH:5]=1)([O-:3])=[O:2].O.NN.C(=O)(O)[O-].[K+]. The yield is 0.650. The product is [N+:1]([C:4]1[CH:5]=[CH:6][C:7]([CH2:8][NH2:9])=[CH:20][CH:21]=1)([O-:3])=[O:2]. The catalyst is O1CCCC1.